Dataset: Reaction yield outcomes from USPTO patents with 853,638 reactions. Task: Predict the reaction yield, written as a fraction of the theoretical maximum amount of product (1.0 means a 100% yield; for example, 0.34 means a 34% yield). The reactants are [C:1]([C:5]1[O:9][N:8]=[C:7]([NH:10][C:11]([NH:13][C:14]2[CH:19]=[CH:18][CH:17]=[C:16]([O:20][C:21]3[C:30]4[C:25](=[CH:26][C:27]([O:33][CH2:34][CH2:35][O:36][CH3:37])=[C:28]([O:31][CH3:32])[CH:29]=4)[N:24]=[CH:23][N:22]=3)[CH:15]=2)=[O:12])[CH:6]=1)([CH3:4])([CH3:3])[CH3:2].[ClH:38].CCOCC. The catalyst is C(Cl)Cl.CO. The product is [ClH:38].[C:1]([C:5]1[O:9][N:8]=[C:7]([NH:10][C:11]([NH:13][C:14]2[CH:19]=[CH:18][CH:17]=[C:16]([O:20][C:21]3[C:30]4[C:25](=[CH:26][C:27]([O:33][CH2:34][CH2:35][O:36][CH3:37])=[C:28]([O:31][CH3:32])[CH:29]=4)[N:24]=[CH:23][N:22]=3)[CH:15]=2)=[O:12])[CH:6]=1)([CH3:4])([CH3:2])[CH3:3]. The yield is 0.963.